From a dataset of Catalyst prediction with 721,799 reactions and 888 catalyst types from USPTO. Predict which catalyst facilitates the given reaction. Reactant: [F:1][C:2]1[CH:10]=[C:9]2[C:5]([C:6]([CH3:13])([CH3:12])[C:7](=O)[NH:8]2)=[CH:4][CH:3]=1.COCCO[AlH2-]OCCOC.[Na+].[OH-].[Na+].O. Product: [F:1][C:2]1[CH:10]=[C:9]2[C:5]([C:6]([CH3:13])([CH3:12])[CH2:7][NH:8]2)=[CH:4][CH:3]=1. The catalyst class is: 11.